Dataset: Reaction yield outcomes from USPTO patents with 853,638 reactions. Task: Predict the reaction yield, written as a fraction of the theoretical maximum amount of product (1.0 means a 100% yield; for example, 0.34 means a 34% yield). (1) The product is [OH:14][C:9]1[CH:8]=[CH:7][C:6]([CH3:5])=[CH:22][C:10]=1[CH:11]([C:16]1[CH:17]=[CH:18][CH:19]=[CH:20][CH:21]=1)[CH2:12][CH2:13][OH:15]. The reactants are [BH4-].[Na+].[OH-].[Na+].[CH3:5][C:6]1[CH:7]=[CH:8][C:9]2[O:14][C:13](=[O:15])[CH2:12][CH:11]([C:16]3[CH:21]=[CH:20][CH:19]=[CH:18][CH:17]=3)[C:10]=2[CH:22]=1.Cl. The catalyst is O.C(O)(C)C.C1CCCCC1.CC(C)=O. The yield is 0.860. (2) The catalyst is CCO. The yield is 0.450. The reactants are [NH:1]1[C:10]2[C:5](=[CH:6][CH:7]=[CH:8][CH:9]=2)[CH:4]=[CH:3][CH:2]1N.Cl.[NH:13]1[CH2:19][CH2:18][CH2:17][C:16](=O)[CH2:15][CH2:14]1.Cl. The product is [CH:8]1[C:9]2[C:17]3[CH2:18][CH2:19][NH:13][CH2:14][CH2:15][C:16]=3[N:1]3[C:10]=2[C:5]([CH2:4][CH2:3][CH2:2]3)=[CH:6][CH:7]=1. (3) The reactants are [CH:1]([CH:3]1[S:7][C:6]([C:8]2[NH:9][C:10]3[C:15]([CH:16]=2)=[CH:14][CH:13]=[CH:12][C:11]=3[N:17]([CH3:26])[S:18]([C:21]2[S:22][CH:23]=[CH:24][CH:25]=2)(=[O:20])=[O:19])=[N:5][CH2:4]1)=O.[NH:27]1[CH2:32][CH2:31][S:30](=[O:34])(=[O:33])[CH2:29][CH2:28]1.C(O[BH-](OC(=O)C)OC(=O)C)(=O)C.[Na+].C(=O)([O-])O.[Na+]. The catalyst is O1CCCC1. The product is [O:33]=[S:30]1(=[O:34])[CH2:31][CH2:32][N:27]([CH2:1][CH:3]2[S:7][C:6]([C:8]3[NH:9][C:10]4[C:15]([CH:16]=3)=[CH:14][CH:13]=[CH:12][C:11]=4[N:17]([CH3:26])[S:18]([C:21]3[S:22][CH:23]=[CH:24][CH:25]=3)(=[O:20])=[O:19])=[N:5][CH2:4]2)[CH2:28][CH2:29]1. The yield is 0.200. (4) The reactants are [F:1][C:2]1[CH:3]=[C:4]([CH:11]=[CH:12][CH:13]=1)[C:5](N(OC)C)=[O:6].[CH:14]([Mg]Br)=C. The catalyst is C1COCC1. The product is [F:1][C:2]1[CH:3]=[C:4]([C:5](=[O:6])[CH3:14])[CH:11]=[CH:12][CH:13]=1. The yield is 0.750.